From a dataset of Full USPTO retrosynthesis dataset with 1.9M reactions from patents (1976-2016). Predict the reactants needed to synthesize the given product. (1) Given the product [CH3:44][C:41]1[CH:42]=[CH:43][C:38]([S:35]([O:34][CH2:33][C:13]23[CH2:18][CH2:17][C:16]([C:13]4[CH:18]=[CH:17][CH:16]=[C:15]([O:45][C:38]5[CH:43]=[CH:42][CH:41]=[CH:40][CH:39]=5)[CH:14]=4)([CH2:15][CH2:14]2)[O:11][CH2:12]3)(=[O:37])=[O:36])=[CH:39][CH:40]=1, predict the reactants needed to synthesize it. The reactants are: CC1C=CC(S([O:11][CH2:12][C:13]2([CH2:33][O:34][S:35]([C:38]3[CH:43]=[CH:42][C:41]([CH3:44])=[CH:40][CH:39]=3)(=[O:37])=[O:36])[CH2:18][CH2:17][C:16](O)(C3C=CC=C(OC4C=CC=CC=4)C=3)[CH2:15][CH2:14]2)(=O)=O)=CC=1.[OH-:45].[Na+]. (2) Given the product [CH3:20][O:19][C:12]1[CH:13]=[CH:14][CH:15]=[C:16]([O:17][CH3:18])[C:11]=1[CH:2]1[N:1]([CH2:29][C:28]2[CH:31]=[CH:32][CH:33]=[C:26]([N:21]3[CH2:25][CH2:24][CH2:23][CH2:22]3)[CH:27]=2)[C:7](=[O:9])[CH2:6][CH2:5][CH2:4][CH2:3]1, predict the reactants needed to synthesize it. The reactants are: [NH2:1][CH:2]([C:11]1[C:16]([O:17][CH3:18])=[CH:15][CH:14]=[CH:13][C:12]=1[O:19][CH3:20])[CH2:3][CH2:4][CH2:5][CH2:6][C:7]([O:9]C)=O.[N:21]1([C:26]2[CH:27]=[C:28]([CH:31]=[CH:32][CH:33]=2)[CH:29]=O)[CH2:25][CH2:24][CH2:23][CH2:22]1. (3) Given the product [CH3:18][O:23][C:2]1[N:12]=[CH:11][CH:10]=[CH:9][C:3]=1[C:4]([O:6][CH3:7])=[O:5], predict the reactants needed to synthesize it. The reactants are: Cl[C:2]1[N:12]=[CH:11][CH:10]=[CH:9][C:3]=1[C:4]([O:6][CH2:7]C)=[O:5].C[O-].[Na+].CC1C=CC=C[C:18]=1[O:23]C.C(Cl)(=O)C.[Cl-].[Al+3].[Cl-].[Cl-].Cl. (4) Given the product [CH3:1][C@@H:2]([O:14][CH2:15][P:16]([O:18][CH2:19][O:20][C:21]([O:23][CH:24]([CH3:26])[CH3:25])=[O:22])([O:27][CH2:28][O:29][C:30]([O:32][CH:33]([CH3:34])[CH3:35])=[O:31])=[O:17])[CH2:3][N:4]1[C:8]2[N:9]=[CH:10][N:11]=[C:12]([NH2:13])[C:7]=2[N:6]=[CH:5]1, predict the reactants needed to synthesize it. The reactants are: [CH3:1][C@@H:2]([O:14][CH2:15][P:16]([O:27][CH2:28][O:29][C:30]([O:32][CH:33]([CH3:35])[CH3:34])=[O:31])([O:18][CH2:19][O:20][C:21]([O:23][CH:24]([CH3:26])[CH3:25])=[O:22])=[O:17])[CH2:3][N:4]1[C:8]2[N:9]=[CH:10][N:11]=[C:12]([NH2:13])[C:7]=2[N:6]=[CH:5]1.C(/C(O)=O)=C\C(O)=O.C(OCC)(=O)C.C(=O)(O)[O-].[Na+]. (5) Given the product [CH2:13]([O:12][C:10](=[O:11])/[CH:9]=[CH:8]/[C:3]1[CH:4]=[CH:5][CH:6]=[CH:7][C:2]=1[N:17]1[C:16](=[O:15])[CH2:20][N:19]([C:21]([O:23][C:24]([CH3:27])([CH3:26])[CH3:25])=[O:22])[CH2:18]1)[CH3:14], predict the reactants needed to synthesize it. The reactants are: Br[C:2]1[CH:7]=[CH:6][CH:5]=[CH:4][C:3]=1/[CH:8]=[CH:9]/[C:10]([O:12][CH2:13][CH3:14])=[O:11].[O:15]=[C:16]1[CH2:20][N:19]([C:21]([O:23][C:24]([CH3:27])([CH3:26])[CH3:25])=[O:22])[CH2:18][NH:17]1.[O-]P([O-])([O-])=O.[K+].[K+].[K+].CN[C@@H]1CCCC[C@H]1NC. (6) Given the product [F:5][C:6]1[CH:7]=[CH:8][C:9]([C:12]2[O:13][C:14]3[CH:24]=[C:23]([CH2:25][C:26]([O:28][CH3:29])=[O:27])[C:22]([OH:30])=[CH:21][C:15]=3[C:16]=2[C:17](=[O:20])[NH:18][CH3:19])=[CH:10][CH:11]=1, predict the reactants needed to synthesize it. The reactants are: ClB(Cl)Cl.[F:5][C:6]1[CH:11]=[CH:10][C:9]([C:12]2[O:13][C:14]3[CH:24]=[C:23]([CH2:25][C:26]([O:28][CH3:29])=[O:27])[C:22]([O:30]C(C)C)=[CH:21][C:15]=3[C:16]=2[C:17](=[O:20])[NH:18][CH3:19])=[CH:8][CH:7]=1.